Dataset: Reaction yield outcomes from USPTO patents with 853,638 reactions. Task: Predict the reaction yield, written as a fraction of the theoretical maximum amount of product (1.0 means a 100% yield; for example, 0.34 means a 34% yield). (1) The reactants are Cl.[NH2:2][CH2:3][C:4]1[CH:9]=[CH:8][C:7]([C:10](=[N:12][O:13][CH2:14][C:15]2[CH:20]=[CH:19][C:18]([F:21])=[CH:17][CH:16]=2)[NH2:11])=[CH:6][CH:5]=1.Cl.Cl.[NH2:24][C:25]1[CH:26]=[C:27]([C:35]2[N:40]([CH2:41][C:42](O)=[O:43])[C:39](=[O:45])[C:38]([NH:46][CH:47]([CH3:49])[CH3:48])=[N:37][CH:36]=2)[CH:28]=[C:29]([C:31]([F:34])([F:33])[F:32])[CH:30]=1.C(N(C(C)C)CC)(C)C.CN(C)[CH:61]=[O:62]. No catalyst specified. The product is [F:32][C:31]([F:34])([F:33])[C:61]([OH:62])=[O:13].[F:32][C:31]([F:34])([F:33])[C:61]([OH:62])=[O:13].[NH2:11]/[C:10](=[N:12]\[O:13][CH2:14][C:15]1[CH:16]=[CH:17][C:18]([F:21])=[CH:19][CH:20]=1)/[C:7]1[CH:8]=[CH:9][C:4]([CH2:3][NH:2][C:42](=[O:43])[CH2:41][N:40]2[C:35]([C:27]3[CH:28]=[C:29]([C:31]([F:34])([F:32])[F:33])[CH:30]=[C:25]([NH2:24])[CH:26]=3)=[CH:36][N:37]=[C:38]([NH:46][CH:47]([CH3:48])[CH3:49])[C:39]2=[O:45])=[CH:5][CH:6]=1. The yield is 0.590. (2) The reactants are Cl[C:2]1[N:7]=[C:6]([NH:8][C:9]2[NH:10][N:11]=[C:12]([CH3:14])[CH:13]=2)[CH:5]=[C:4]([C:15]2[CH:20]=[CH:19][CH:18]=[CH:17][CH:16]=2)[N:3]=1.[C:21]([NH:24][C:25]1[CH:30]=[CH:29][C:28]([SH:31])=[CH:27][CH:26]=1)(=[O:23])[CH3:22]. The catalyst is C(O)(C)(C)C. The product is [C:21]([NH:24][C:25]1[CH:30]=[CH:29][C:28]([S:31][C:2]2[N:7]=[C:6]([NH:8][C:9]3[NH:10][N:11]=[C:12]([CH3:14])[CH:13]=3)[CH:5]=[C:4]([C:15]3[CH:20]=[CH:19][CH:18]=[CH:17][CH:16]=3)[N:3]=2)=[CH:27][CH:26]=1)(=[O:23])[CH3:22]. The yield is 0.850.